This data is from Reaction yield outcomes from USPTO patents with 853,638 reactions. The task is: Predict the reaction yield, written as a fraction of the theoretical maximum amount of product (1.0 means a 100% yield; for example, 0.34 means a 34% yield). (1) The catalyst is C(#N)C.CN(C=O)C. The yield is 0.780. The product is [CH3:9][O:8][C:6]1[N:7]=[C:2]([N:13]2[CH2:18][CH2:17][O:16][CH2:15][CH2:14]2)[CH:3]=[CH:4][C:5]=1[N+:10]([O-:12])=[O:11]. The reactants are Cl[C:2]1[N:7]=[C:6]([O:8][CH3:9])[C:5]([N+:10]([O-:12])=[O:11])=[CH:4][CH:3]=1.[NH:13]1[CH2:18][CH2:17][O:16][CH2:15][CH2:14]1.C(N(CC)CC)C. (2) The product is [Cl:18][C:19]1[CH:20]=[C:21]2[C:25](=[CH:26][CH:27]=1)[NH:24][CH:23]=[C:22]2[CH2:28][CH2:29][NH:30][C:12](=[O:14])[C:11]1[CH:10]=[CH:9][C:8]([O:1][C:2]2[CH:3]=[CH:4][CH:5]=[CH:6][CH:7]=2)=[CH:16][CH:15]=1. The reactants are [O:1]([C:8]1[CH:16]=[CH:15][C:11]([C:12]([OH:14])=O)=[CH:10][CH:9]=1)[C:2]1[CH:7]=[CH:6][CH:5]=[CH:4][CH:3]=1.Cl.[Cl:18][C:19]1[CH:20]=[C:21]2[C:25](=[CH:26][CH:27]=1)[NH:24][CH:23]=[C:22]2[CH2:28][CH2:29][NH2:30].CN(C(ON1N=NC2C=CC=NC1=2)=[N+](C)C)C.F[P-](F)(F)(F)(F)F. The catalyst is CN(C=O)C. The yield is 0.280. (3) The reactants are Br[CH2:2][CH2:3][CH2:4][CH2:5][CH2:6][CH2:7][Br:8].[Br:9][C:10]1[CH:22]=[CH:21][C:20]2[C:19]3[C:14](=[CH:15][C:16]([Br:23])=[CH:17][CH:18]=3)[CH2:13][C:12]=2[CH:11]=1. The catalyst is [Br-].C([N+](CCCC)(CCCC)CCCC)CCC.[OH-].[K+]. The product is [Br:9][C:10]1[CH:22]=[CH:21][C:20]2[C:19]3[C:14](=[CH:15][C:16]([Br:23])=[CH:17][CH:18]=3)[C:13]([CH2:2][CH2:3][CH2:4][CH2:5][CH2:6][CH2:7][Br:8])([CH2:2][CH2:3][CH2:4][CH2:5][CH2:6][CH2:7][Br:8])[C:12]=2[CH:11]=1. The yield is 0.800. (4) The reactants are CO[CH:3](OC)[N:4]([CH3:6])[CH3:5].[NH2:9][C:10]1[CH:15]=[C:14]([CH2:16][C:17]2[C:22]([Cl:23])=[CH:21][CH:20]=[CH:19][C:18]=2[Cl:24])[N:13]=[C:12]([NH:25][C:26]2[CH:33]=[CH:32][C:29]([C:30]#[N:31])=[CH:28][CH:27]=2)[N:11]=1. No catalyst specified. The product is [C:30]([C:29]1[CH:32]=[CH:33][C:26]([NH:25][C:12]2[N:11]=[C:10]([N:9]=[CH:3][N:4]([CH3:6])[CH3:5])[CH:15]=[C:14]([CH2:16][C:17]3[C:22]([Cl:23])=[CH:21][CH:20]=[CH:19][C:18]=3[Cl:24])[N:13]=2)=[CH:27][CH:28]=1)#[N:31]. The yield is 0.420.